Dataset: Peptide-MHC class II binding affinity with 134,281 pairs from IEDB. Task: Regression. Given a peptide amino acid sequence and an MHC pseudo amino acid sequence, predict their binding affinity value. This is MHC class II binding data. (1) The peptide sequence is ANEAVQDPKFWELVD. The MHC is HLA-DQA10303-DQB10402 with pseudo-sequence HLA-DQA10303-DQB10402. The binding affinity (normalized) is 0. (2) The peptide sequence is KIDAAFKVAATAAAT. The MHC is HLA-DQA10104-DQB10503 with pseudo-sequence HLA-DQA10104-DQB10503. The binding affinity (normalized) is 0.491. (3) The peptide sequence is VLEWRFDSRLAFHHV. The MHC is DRB1_1302 with pseudo-sequence DRB1_1302. The binding affinity (normalized) is 0.355. (4) The peptide sequence is GKKKYKLKHIVWASREL. The MHC is DRB1_0901 with pseudo-sequence DRB1_0901. The binding affinity (normalized) is 0.570. (5) The peptide sequence is EKVYLAWVPAHKGIG. The MHC is DRB1_1302 with pseudo-sequence DRB1_1302. The binding affinity (normalized) is 0.246.